This data is from NCI-60 drug combinations with 297,098 pairs across 59 cell lines. The task is: Regression. Given two drug SMILES strings and cell line genomic features, predict the synergy score measuring deviation from expected non-interaction effect. (1) Drug 1: CC1=C(C(CCC1)(C)C)C=CC(=CC=CC(=CC(=O)O)C)C. Drug 2: CC1=C(C(=CC=C1)Cl)NC(=O)C2=CN=C(S2)NC3=CC(=NC(=N3)C)N4CCN(CC4)CCO. Cell line: RPMI-8226. Synergy scores: CSS=25.1, Synergy_ZIP=-0.218, Synergy_Bliss=-0.409, Synergy_Loewe=0.129, Synergy_HSA=-1.62. (2) Drug 2: CS(=O)(=O)OCCCCOS(=O)(=O)C. Cell line: COLO 205. Drug 1: CC1=C(N=C(N=C1N)C(CC(=O)N)NCC(C(=O)N)N)C(=O)NC(C(C2=CN=CN2)OC3C(C(C(C(O3)CO)O)O)OC4C(C(C(C(O4)CO)O)OC(=O)N)O)C(=O)NC(C)C(C(C)C(=O)NC(C(C)O)C(=O)NCCC5=NC(=CS5)C6=NC(=CS6)C(=O)NCCC[S+](C)C)O. Synergy scores: CSS=29.4, Synergy_ZIP=-8.96, Synergy_Bliss=-3.19, Synergy_Loewe=-0.716, Synergy_HSA=-0.601. (3) Drug 1: CC(CN1CC(=O)NC(=O)C1)N2CC(=O)NC(=O)C2. Drug 2: CN(C)N=NC1=C(NC=N1)C(=O)N. Cell line: NCI-H460. Synergy scores: CSS=51.2, Synergy_ZIP=0.720, Synergy_Bliss=1.33, Synergy_Loewe=0.0143, Synergy_HSA=4.48. (4) Drug 1: C1=CC=C(C=C1)NC(=O)CCCCCCC(=O)NO. Drug 2: C(CC(=O)O)C(=O)CN.Cl. Cell line: OVCAR-5. Synergy scores: CSS=36.2, Synergy_ZIP=-7.56, Synergy_Bliss=-4.25, Synergy_Loewe=-0.846, Synergy_HSA=-0.393. (5) Drug 1: C1CN(P(=O)(OC1)NCCCl)CCCl. Drug 2: N.N.Cl[Pt+2]Cl. Cell line: SK-MEL-28. Synergy scores: CSS=39.6, Synergy_ZIP=-6.78, Synergy_Bliss=-4.86, Synergy_Loewe=-13.4, Synergy_HSA=-2.85. (6) Cell line: A498. Synergy scores: CSS=29.4, Synergy_ZIP=-4.41, Synergy_Bliss=-0.331, Synergy_Loewe=2.63, Synergy_HSA=3.49. Drug 1: C1=CC(=CC=C1CCC2=CNC3=C2C(=O)NC(=N3)N)C(=O)NC(CCC(=O)O)C(=O)O. Drug 2: CCCCCOC(=O)NC1=NC(=O)N(C=C1F)C2C(C(C(O2)C)O)O.